Dataset: TCR-epitope binding with 47,182 pairs between 192 epitopes and 23,139 TCRs. Task: Binary Classification. Given a T-cell receptor sequence (or CDR3 region) and an epitope sequence, predict whether binding occurs between them. (1) The TCR CDR3 sequence is CASSTSTAQYF. Result: 1 (the TCR binds to the epitope). The epitope is VLQAVGACV. (2) Result: 1 (the TCR binds to the epitope). The epitope is DPFRLLQNSQVFS. The TCR CDR3 sequence is CASSPGGSSYEQYF. (3) The epitope is FPRPWLHGL. The TCR CDR3 sequence is CASSIQSEREKLFF. Result: 0 (the TCR does not bind to the epitope). (4) The epitope is GMFNMLSTVLGVS. The TCR CDR3 sequence is CASGLGLAGEETQYF. Result: 0 (the TCR does not bind to the epitope). (5) The epitope is NLWNTFTRL. The TCR CDR3 sequence is CSARGGERFYEQYF. Result: 0 (the TCR does not bind to the epitope).